From a dataset of Full USPTO retrosynthesis dataset with 1.9M reactions from patents (1976-2016). Predict the reactants needed to synthesize the given product. (1) Given the product [F:20][C:19]([F:22])([F:21])[C:17]([OH:23])=[O:18].[N:1]1([CH2:10][C@H:11]2[CH2:15][CH2:14][C@@H:13]([NH2:16])[CH2:12]2)[C:5]2[CH:6]=[CH:7][CH:8]=[CH:9][C:4]=2[NH:3][NH:2]1, predict the reactants needed to synthesize it. The reactants are: [N:1]1([CH2:10][C@H:11]2[CH2:15][CH2:14][C@@H:13]([NH2:16])[CH2:12]2)[C:5]2[CH:6]=[CH:7][CH:8]=[CH:9][C:4]=2[NH:3][NH:2]1.[C:17]([OH:23])([C:19]([F:22])([F:21])[F:20])=[O:18]. (2) The reactants are: [NH2:1][C:2]1[C:7]([O:8][CH3:9])=[CH:6][CH:5]=[CH:4][C:3]=1[C:10]([C:12]1[CH:17]=[CH:16][CH:15]=[CH:14][CH:13]=1)=O.[OH:18][C:19]1[CH:24]=[CH:23][C:22]([C:25](=O)[CH3:26])=[CH:21][CH:20]=1.C(O)(=O)CC(CC(O)=O)(C(O)=O)O. Given the product [CH3:9][O:8][C:7]1[CH:6]=[CH:5][CH:4]=[C:3]2[C:2]=1[N:1]=[C:25]([C:22]1[CH:23]=[CH:24][C:19]([OH:18])=[CH:20][CH:21]=1)[CH:26]=[C:10]2[C:12]1[CH:17]=[CH:16][CH:15]=[CH:14][CH:13]=1, predict the reactants needed to synthesize it. (3) Given the product [N:14]1([CH:9]2[CH2:10][CH:11]3[N:6]([C:4]([O:3][CH2:1][CH3:2])=[O:5])[CH:7]([CH2:13][CH2:12]3)[CH2:8]2)[CH2:19][CH2:18][C:17]2([C:28]3[C:23](=[CH:24][CH:25]=[CH:26][CH:27]=3)[CH2:22][NH:21][CH2:20]2)[CH2:16][CH2:15]1, predict the reactants needed to synthesize it. The reactants are: [CH2:1]([O:3][C:4]([N:6]1[CH:11]2[CH2:12][CH2:13][CH:7]1[CH2:8][CH:9]([N:14]1[CH2:19][CH2:18][C:17]3([C:28]4[C:23](=[CH:24][CH:25]=[CH:26][CH:27]=4)[CH2:22][N:21](C(OC(C)(C)C)=O)[CH2:20]3)[CH2:16][CH2:15]1)[CH2:10]2)=[O:5])[CH3:2].FC(F)(F)C(O)=O. (4) The reactants are: [F:1][C:2]1[CH:3]=[C:4]2[C:9](=[CH:10][C:11]=1F)[N:8]=[CH:7][NH:6][C:5]2=[O:13].[NH:14]1[CH2:19][CH2:18][O:17][CH2:16][CH2:15]1. Given the product [F:1][C:2]1[CH:3]=[C:4]2[C:9](=[CH:10][C:11]=1[N:14]1[CH2:19][CH2:18][O:17][CH2:16][CH2:15]1)[N:8]=[CH:7][NH:6][C:5]2=[O:13], predict the reactants needed to synthesize it. (5) The reactants are: [Br:1][C:2]1[CH:7]=[CH:6][C:5]([C@@H:8]([NH:10][C:11]2[N:16]=[C:15]([N:17]3[C@@H:21]([CH:22]([CH3:24])[CH3:23])[CH2:20][O:19][C:18]3=[O:25])[CH:14]=[CH:13][N:12]=2)[CH3:9])=[CH:4][CH:3]=1.[C:26](O[C:26]([O:28][C:29]([CH3:32])([CH3:31])[CH3:30])=[O:27])([O:28][C:29]([CH3:32])([CH3:31])[CH3:30])=[O:27].CCN(C(C)C)C(C)C.CCOC(C)=O.CCCCCCC. Given the product [Br:1][C:2]1[CH:7]=[CH:6][C:5]([C@@H:8]([N:10]([C:11]2[N:16]=[C:15]([N:17]3[C@@H:21]([CH:22]([CH3:24])[CH3:23])[CH2:20][O:19][C:18]3=[O:25])[CH:14]=[CH:13][N:12]=2)[C:26](=[O:27])[O:28][C:29]([CH3:32])([CH3:31])[CH3:30])[CH3:9])=[CH:4][CH:3]=1, predict the reactants needed to synthesize it.